Task: Regression/Classification. Given a drug SMILES string, predict its toxicity properties. Task type varies by dataset: regression for continuous values (e.g., LD50, hERG inhibition percentage) or binary classification for toxic/non-toxic outcomes (e.g., AMES mutagenicity, cardiotoxicity, hepatotoxicity). Dataset: herg_karim.. Dataset: hERG potassium channel inhibition data for cardiac toxicity prediction from Karim et al. (1) The drug is O=C(Nc1ccccc1Br)N[C@@H]1CCN(c2ccc(C(F)(F)F)cn2)C1. The result is 0 (non-blocker). (2) The molecule is Cc1cc(C(=O)N[C@H]2CC[C@@H](NC(=O)c3cc(F)cnc3Oc3cccc(-c4ccc(O)cc4CN4CCOCC4)c3)CC2)nn1C. The result is 0 (non-blocker). (3) The compound is CC(C)c1ccc(CS(=O)(=O)c2ccc(C34CNCC3C4)cc2)cc1. The result is 1 (blocker). (4) The molecule is Cc1ccccc1-c1nc2cn(-c3ccc(C#N)cc3)nc2c(=O)n1CC1CCCN(C(C)C)C1. The result is 1 (blocker). (5) The drug is O=C1N(CCN2CCCC(OCc3ccccc3)C2)CCN1c1cccc(Cl)c1. The result is 1 (blocker).